This data is from Full USPTO retrosynthesis dataset with 1.9M reactions from patents (1976-2016). The task is: Predict the reactants needed to synthesize the given product. Given the product [CH2:22]([N:29]1[CH2:34][CH2:33][C:32]([C:11]2[C:2]([Cl:1])=[N:3][C:4]3[C:9]([CH:10]=2)=[CH:8][C:7]([O:12][CH3:13])=[CH:6][CH:5]=3)([OH:39])[CH2:31][CH2:30]1)[C:23]1[CH:28]=[CH:27][CH:26]=[CH:25][CH:24]=1, predict the reactants needed to synthesize it. The reactants are: [Cl:1][C:2]1[CH:11]=[CH:10][C:9]2[C:4](=[CH:5][CH:6]=[C:7]([O:12][CH3:13])[CH:8]=2)[N:3]=1.C([N-]C(C)C)(C)C.[Li+].[CH2:22]([N:29]1[CH2:34][CH2:33][CH2:32][CH2:31][C:30]1=O)[C:23]1[CH:28]=[CH:27][CH:26]=[CH:25][CH:24]=1.C1C[O:39]CC1.